From a dataset of Reaction yield outcomes from USPTO patents with 853,638 reactions. Predict the reaction yield, written as a fraction of the theoretical maximum amount of product (1.0 means a 100% yield; for example, 0.34 means a 34% yield). (1) The reactants are [Cl:1][C:2]1[CH:3]=[C:4]([C:17]#[CH:18])[CH:5]=[C:6]2[C:10]=1[C:9](=[O:11])[N:8]([C@H:12]([CH:14]1[CH2:16][CH2:15]1)[CH3:13])[CH2:7]2.C(=O)([O-])O.[K+].O.Cl[C:26](=[N:32][OH:33])[C:27]([O:29][CH2:30][CH3:31])=[O:28]. The catalyst is C(OCC)(=O)C. The product is [Cl:1][C:2]1[CH:3]=[C:4]([C:17]2[O:33][N:32]=[C:26]([C:27]([O:29][CH2:30][CH3:31])=[O:28])[CH:18]=2)[CH:5]=[C:6]2[C:10]=1[C:9](=[O:11])[N:8]([C@H:12]([CH:14]1[CH2:16][CH2:15]1)[CH3:13])[CH2:7]2. The yield is 0.412. (2) The reactants are CC1(C)OB([C:7]2[CH:8]=[N:9][N:10](C(OC(C)(C)C)=O)[CH:11]=2)OC1(C)C.Br[C:23]1[C:24]([O:38][CH:39]2[CH2:42][CH2:41][CH2:40]2)=[C:25]2[C:30](=[CH:31][CH:32]=1)[N:29]([C:33]([O:35][CH3:36])=[O:34])[C@@H:28]([CH3:37])[CH2:27][CH2:26]2.C(=O)([O-])[O-].[Na+].[Na+].O1CCOCC1. The catalyst is C1C=CC(P(C2C=CC=CC=2)[C-]2C=CC=C2)=CC=1.C1C=CC(P(C2C=CC=CC=2)[C-]2C=CC=C2)=CC=1.Cl[Pd]Cl.[Fe+2].O. The product is [CH:39]1([O:38][C:24]2[C:23]([C:7]3[CH:11]=[N:10][NH:9][CH:8]=3)=[CH:32][CH:31]=[C:30]3[C:25]=2[CH2:26][CH2:27][C@H:28]([CH3:37])[N:29]3[C:33]([O:35][CH3:36])=[O:34])[CH2:40][CH2:41][CH2:42]1. The yield is 0.520. (3) The catalyst is Cl.ClCCl. The reactants are F[C:2]1[C:12]([F:13])=[CH:11][C:10]([I:14])=[CH:9][C:3]=1[C:4]([N:6]([CH3:8])[CH3:7])=[O:5].[NH2:15][C@H:16]1[CH2:21][CH2:20][C@H:19]([OH:22])[CH2:18][CH2:17]1. The product is [F:13][C:12]1[C:2]([NH:15][CH:16]2[CH2:21][CH2:20][CH:19]([OH:22])[CH2:18][CH2:17]2)=[C:3]([CH:9]=[C:10]([I:14])[CH:11]=1)[C:4]([N:6]([CH3:8])[CH3:7])=[O:5]. The yield is 0.910. (4) The reactants are [Si]([O:8][CH2:9][CH2:10][N:11]1[CH2:16][CH2:15][N:14](C(OC(C)(C)C)=O)[CH2:13][C:12]1=[O:24])(C(C)(C)C)(C)C.Cl. The catalyst is O1CCOCC1. The product is [OH:8][CH2:9][CH2:10][N:11]1[CH2:16][CH2:15][NH:14][CH2:13][C:12]1=[O:24]. The yield is 0.570. (5) The reactants are [Cl:1][C:2]1[CH:3]=[C:4]2[C:9](=[CH:10][CH:11]=1)[NH:8][CH:7]([C:12]1[CH:17]=[CH:16][CH:15]=[C:14]([N+:18]([O-:20])=[O:19])[CH:13]=1)[C:6]([CH3:22])([CH3:21])[CH:5]2O.FC(F)(F)C(O)=O. The catalyst is C([SiH](CC)CC)C. The product is [Cl:1][C:2]1[CH:3]=[C:4]2[C:9](=[CH:10][CH:11]=1)[NH:8][CH:7]([C:12]1[CH:17]=[CH:16][CH:15]=[C:14]([N+:18]([O-:20])=[O:19])[CH:13]=1)[C:6]([CH3:22])([CH3:21])[CH2:5]2. The yield is 0.770.